From a dataset of NCI-60 drug combinations with 297,098 pairs across 59 cell lines. Regression. Given two drug SMILES strings and cell line genomic features, predict the synergy score measuring deviation from expected non-interaction effect. (1) Drug 1: C1=NC(=NC(=O)N1C2C(C(C(O2)CO)O)O)N. Drug 2: CCC1(C2=C(COC1=O)C(=O)N3CC4=CC5=C(C=CC(=C5CN(C)C)O)N=C4C3=C2)O.Cl. Cell line: M14. Synergy scores: CSS=41.2, Synergy_ZIP=-8.10, Synergy_Bliss=-3.36, Synergy_Loewe=-17.6, Synergy_HSA=-0.435. (2) Drug 1: CS(=O)(=O)OCCCCOS(=O)(=O)C. Drug 2: CC1C(C(CC(O1)OC2CC(CC3=C2C(=C4C(=C3O)C(=O)C5=C(C4=O)C(=CC=C5)OC)O)(C(=O)CO)O)N)O.Cl. Cell line: UACC62. Synergy scores: CSS=45.6, Synergy_ZIP=-2.27, Synergy_Bliss=-3.21, Synergy_Loewe=-36.8, Synergy_HSA=-2.44. (3) Drug 1: CCC(=C(C1=CC=CC=C1)C2=CC=C(C=C2)OCCN(C)C)C3=CC=CC=C3.C(C(=O)O)C(CC(=O)O)(C(=O)O)O. Drug 2: C1CN1C2=NC(=NC(=N2)N3CC3)N4CC4. Cell line: OVCAR-5. Synergy scores: CSS=29.3, Synergy_ZIP=-7.71, Synergy_Bliss=-8.53, Synergy_Loewe=-28.5, Synergy_HSA=-6.93. (4) Drug 1: CCC(=C(C1=CC=CC=C1)C2=CC=C(C=C2)OCCN(C)C)C3=CC=CC=C3.C(C(=O)O)C(CC(=O)O)(C(=O)O)O. Drug 2: CN(CCCl)CCCl.Cl. Cell line: NCI-H522. Synergy scores: CSS=17.6, Synergy_ZIP=-4.16, Synergy_Bliss=-4.03, Synergy_Loewe=-12.6, Synergy_HSA=-1.93. (5) Drug 1: CC1=C(C(CCC1)(C)C)C=CC(=CC=CC(=CC(=O)O)C)C. Drug 2: CC12CCC3C(C1CCC2O)C(CC4=C3C=CC(=C4)O)CCCCCCCCCS(=O)CCCC(C(F)(F)F)(F)F. Cell line: COLO 205. Synergy scores: CSS=14.6, Synergy_ZIP=-1.45, Synergy_Bliss=-1.38, Synergy_Loewe=0.374, Synergy_HSA=-2.33. (6) Drug 2: B(C(CC(C)C)NC(=O)C(CC1=CC=CC=C1)NC(=O)C2=NC=CN=C2)(O)O. Synergy scores: CSS=61.6, Synergy_ZIP=-1.54, Synergy_Bliss=-2.49, Synergy_Loewe=-2.87, Synergy_HSA=-2.71. Cell line: MDA-MB-435. Drug 1: CC1=C2C(C(=O)C3(C(CC4C(C3C(C(C2(C)C)(CC1OC(=O)C(C(C5=CC=CC=C5)NC(=O)OC(C)(C)C)O)O)OC(=O)C6=CC=CC=C6)(CO4)OC(=O)C)O)C)O. (7) Drug 1: CN(C)C1=NC(=NC(=N1)N(C)C)N(C)C. Drug 2: COCCOC1=C(C=C2C(=C1)C(=NC=N2)NC3=CC=CC(=C3)C#C)OCCOC.Cl. Cell line: SF-539. Synergy scores: CSS=-0.290, Synergy_ZIP=0.706, Synergy_Bliss=1.49, Synergy_Loewe=-1.92, Synergy_HSA=-1.09.